From a dataset of Forward reaction prediction with 1.9M reactions from USPTO patents (1976-2016). Predict the product of the given reaction. (1) Given the reactants [CH3:1][C:2]1[N:12]=[CH:11][C:5]2[N:6]=[CH:7][NH:8][C:9](=O)[C:4]=2[CH:3]=1.C1(P(C2C=CC=CC=2)C2C=CC=CC=2)C=CC=CC=1.C(Cl)(Cl)(Cl)Cl.[Cl:37][C:38]1[CH:46]=[C:45]2[C:41]([CH2:42][CH2:43][NH:44]2)=[CH:40][CH:39]=1, predict the reaction product. The product is: [Cl:37][C:38]1[CH:46]=[C:45]2[C:41]([CH2:42][CH2:43][N:44]2[C:9]2[C:4]3[CH:3]=[C:2]([CH3:1])[N:12]=[CH:11][C:5]=3[N:6]=[CH:7][N:8]=2)=[CH:40][CH:39]=1. (2) The product is: [CH2:28]([O:25][C:24]([C:23]1[C:15]([NH:14][C:8]2[CH:9]=[CH:10][C:11]([I:13])=[CH:12][C:7]=2[F:6])=[CH:16][C:17](=[O:27])[N:18]2[C:22]=1[CH2:21][CH2:20][CH2:19]2)=[O:26])[CH3:29]. Given the reactants OS(O)(=O)=O.[F:6][C:7]1[CH:12]=[C:11]([I:13])[CH:10]=[CH:9][C:8]=1[NH:14][C:15]1[C:23]([C:24]([OH:26])=[O:25])=[C:22]2[N:18]([CH2:19][CH2:20][CH2:21]2)[C:17](=[O:27])[CH:16]=1.[CH3:28][CH2:29]O, predict the reaction product. (3) The product is: [C:1]([OH:8])(=[O:7])/[CH:2]=[CH:3]/[C:4]([OH:6])=[O:5].[CH2:9]([C:13]1[CH:14]=[C:15]2[N:20]([C:21]=1[C:22]([C:24]1[CH:29]=[CH:28][C:27]([CH2:30][CH2:31][CH2:32][N:33]([CH2:37][CH2:38][CH3:39])[CH2:34][CH2:35][CH3:36])=[CH:26][CH:25]=1)=[O:23])[CH:19]=[CH:18][CH:17]=[CH:16]2)[CH2:10][CH2:11][CH3:12]. Given the reactants [C:1]([OH:8])(=[O:7])/[CH:2]=[CH:3]/[C:4]([OH:6])=[O:5].[CH2:9]([C:13]1[CH:14]=[C:15]2[N:20]([C:21]=1[C:22]([C:24]1[CH:29]=[CH:28][C:27]([CH2:30][CH2:31][CH2:32][N:33]([CH2:37][CH2:38][CH3:39])[CH2:34][CH2:35][CH3:36])=[CH:26][CH:25]=1)=[O:23])[CH:19]=[CH:18][CH:17]=[CH:16]2)[CH2:10][CH2:11][CH3:12], predict the reaction product. (4) Given the reactants C(OC(=O)[NH:7][C:8]1([C:12]2[CH:17]=[CH:16][C:15]([C:18]3[C:27]([C:28]4[CH:33]=[CH:32][CH:31]=[CH:30][CH:29]=4)=[CH:26][C:25]4[C:24]5=[N:34][N:35]=[C:36]([O:37][CH2:38][CH3:39])[N:23]5[CH:22]=[CH:21][C:20]=4[N:19]=3)=[CH:14][CH:13]=2)[CH2:11][CH2:10][CH2:9]1)(C)(C)C.Cl.CCOC(C)=O, predict the reaction product. The product is: [CH2:38]([O:37][C:36]1[N:23]2[C:24]([C:25]3[CH:26]=[C:27]([C:28]4[CH:29]=[CH:30][CH:31]=[CH:32][CH:33]=4)[C:18]([C:15]4[CH:14]=[CH:13][C:12]([C:8]5([NH2:7])[CH2:9][CH2:10][CH2:11]5)=[CH:17][CH:16]=4)=[N:19][C:20]=3[CH:21]=[CH:22]2)=[N:34][N:35]=1)[CH3:39]. (5) Given the reactants [O:1]([C:3]1[CH:4]=[C:5]([N:10]2[CH2:15][CH2:14][N:13]([C:16]([O:18][C:19]([CH3:22])([CH3:21])[CH3:20])=[O:17])[CH2:12][CH2:11]2)[CH:6]=[CH:7][C:8]=1Br)[CH3:2].[B:23]1([B:23]2[O:27][C:26]([CH3:29])([CH3:28])[C:25]([CH3:31])([CH3:30])[O:24]2)[O:27][C:26]([CH3:29])([CH3:28])[C:25]([CH3:31])([CH3:30])[O:24]1.C([O-])(=O)C.[K+], predict the reaction product. The product is: [O:1]([C:3]1[CH:4]=[C:5]([N:10]2[CH2:15][CH2:14][N:13]([C:16]([O:18][C:19]([CH3:22])([CH3:21])[CH3:20])=[O:17])[CH2:12][CH2:11]2)[CH:6]=[CH:7][C:8]=1[B:23]1[O:27][C:26]([CH3:29])([CH3:28])[C:25]([CH3:31])([CH3:30])[O:24]1)[CH3:2].